From a dataset of Reaction yield outcomes from USPTO patents with 853,638 reactions. Predict the reaction yield, written as a fraction of the theoretical maximum amount of product (1.0 means a 100% yield; for example, 0.34 means a 34% yield). (1) The reactants are [N:1]1[NH:2][C:3](=[O:16])[CH2:4][CH:5]2[CH2:11][CH2:10][CH2:9][C:8]3[CH:12]=[CH:13][CH:14]=[CH:15][C:7]=3[C:6]=12. The catalyst is C(#N)C.[Cu](Cl)Cl. The product is [O:16]=[C:3]1[NH:2][N:1]=[C:6]2[C:7]3[CH:15]=[CH:14][CH:13]=[CH:12][C:8]=3[CH2:9][CH2:10][CH2:11][C:5]2=[CH:4]1. The yield is 0.900. (2) The reactants are FC(F)(F)C(O)=O.[NH2:8][C@H:9]1[C@H:18]([CH2:19][C:20]([O:22][CH3:23])=[O:21])[C:17]2[C:12](=[CH:13][CH:14]=[CH:15][CH:16]=2)[NH:11][C:10]1=[O:24].Cl.CN(C)CCCN=C=NCC.ON1C2N=CC=CC=2N=N1.[Cl:47][C:48]1[CH:49]=[C:50]2[C:54](=[CH:55][CH:56]=1)[NH:53][C:52]([C:57](O)=[O:58])=[CH:51]2.C(N(C(C)C)CC)(C)C. The catalyst is O.CO.CN(C)C=O. The product is [C:20]([CH2:19][C@H:18]1[C:17]2[C:12](=[CH:13][CH:14]=[CH:15][CH:16]=2)[NH:11][C:10](=[O:24])[C@@H:9]1[NH:8][C:57]([C:52]1[NH:53][C:54]2[C:50]([CH:51]=1)=[CH:49][C:48]([Cl:47])=[CH:56][CH:55]=2)=[O:58])([O:22][CH3:23])=[O:21]. The yield is 0.560.